This data is from Reaction yield outcomes from USPTO patents with 853,638 reactions. The task is: Predict the reaction yield, written as a fraction of the theoretical maximum amount of product (1.0 means a 100% yield; for example, 0.34 means a 34% yield). (1) The reactants are [I:1][C:2]1[CH:10]=[CH:9][C:8]2[NH:7][C:6]3[CH2:11][CH2:12][N:13]([CH3:15])[CH2:14][C:5]=3[C:4]=2[CH:3]=1.[OH-].[K+].[CH3:18][C:19]1[CH:24]=[CH:23][C:22]([CH:25]=[CH2:26])=[CH:21][N:20]=1. The catalyst is CN1CCCC1=O.O. The product is [I:1][C:2]1[CH:10]=[CH:9][C:8]2[N:7]([CH2:26][CH2:25][C:22]3[CH:21]=[N:20][C:19]([CH3:18])=[CH:24][CH:23]=3)[C:6]3[CH2:11][CH2:12][N:13]([CH3:15])[CH2:14][C:5]=3[C:4]=2[CH:3]=1. The yield is 0.152. (2) The reactants are [N+:1](CCC)([O-:3])=[O:2].[O:7]1[CH2:11][CH2:10][CH2:9][CH2:8]1.N12CCCN=C1CCC[CH2:14][CH2:13]2.C(=O)CC. The catalyst is C(OCC)(=O)C. The product is [OH:7][CH:8]([CH2:13][CH3:14])[CH:9]([N+:1]([O-:3])=[O:2])[CH2:10][CH3:11]. The yield is 0.840. (3) The reactants are [I-].ClC1C=CC=C[N+]=1C.CCN(C(C)C)C(C)C.[NH2:19][C:20]1[S:21][C:22]([C:25]([NH:27][C:28]2[S:29][CH:30]=[C:31]([C:33]3[CH:38]=[CH:37][C:36]([CH3:39])=[CH:35][CH:34]=3)[N:32]=2)=[O:26])=[CH:23][N:24]=1.[Br:40][C:41]1[S:42][C:43]([C:46](O)=[O:47])=[CH:44][N:45]=1. The catalyst is CN(C=O)C. The product is [Br:40][C:41]1[S:42][C:43]([C:46]([NH:19][C:20]2[S:21][C:22]([C:25](=[O:26])[NH:27][C:28]3[S:29][CH:30]=[C:31]([C:33]4[CH:38]=[CH:37][C:36]([CH3:39])=[CH:35][CH:34]=4)[N:32]=3)=[CH:23][N:24]=2)=[O:47])=[CH:44][N:45]=1. The yield is 0.300.